From a dataset of Catalyst prediction with 721,799 reactions and 888 catalyst types from USPTO. Predict which catalyst facilitates the given reaction. (1) Reactant: [CH3:1][O:2][C:3]1[CH:4]=[C:5]2[C:10](=[CH:11][C:12]=1[O:13][CH3:14])[N:9]=[CH:8][CH:7]=[C:6]2[O:15][C:16]1[CH:22]=[CH:21][C:19]([NH2:20])=[C:18]([CH3:23])[C:17]=1[CH3:24].Cl[C:26](Cl)([O:28][C:29](=[O:35])OC(Cl)(Cl)Cl)Cl.[CH:37]1(CO)[CH2:43][CH2:42][CH2:41][CH2:40][CH2:39][CH2:38]1.C(=O)(O)[O-].[Na+]. Product: [CH3:1][O:2][C:3]1[CH:4]=[C:5]2[C:10](=[CH:11][C:12]=1[O:13][CH3:14])[N:9]=[CH:8][CH:7]=[C:6]2[O:15][C:16]1[CH:22]=[CH:21][C:19]([NH:20][C:29](=[O:35])[O:28][CH2:26][CH:37]2[CH2:43][CH2:42][CH2:41][CH2:40][CH2:39][CH2:38]2)=[C:18]([CH3:23])[C:17]=1[CH3:24]. The catalyst class is: 208. (2) Reactant: [F:1][C:2]1([CH3:30])[CH2:5][N:4]([C:6]([C:8]2[CH:17]=[CH:16][C:15]3[C:10](=[C:11]([C:18]4[CH:23]=[CH:22][C:21]([C:24]5[CH:25]=[N:26][N:27]([CH3:29])[CH:28]=5)=[CH:20][CH:19]=4)[CH:12]=[N:13][CH:14]=3)[N:9]=2)=[O:7])[CH2:3]1.C(OO)(=O)C.C1(C)C=CC(S(Cl)(=O)=O)=CC=1.C(C[NH2:50])O. Product: [NH2:50][C:14]1[N:13]=[CH:12][C:11]([C:18]2[CH:23]=[CH:22][C:21]([C:24]3[CH:25]=[N:26][N:27]([CH3:29])[CH:28]=3)=[CH:20][CH:19]=2)=[C:10]2[C:15]=1[CH:16]=[CH:17][C:8]([C:6]([N:4]1[CH2:5][C:2]([F:1])([CH3:30])[CH2:3]1)=[O:7])=[N:9]2. The catalyst class is: 34. (3) Reactant: Cl.[CH3:2][C:3]1([CH3:28])[NH:7][C@H:6]([C:8]([NH:10][CH2:11][C:12]2[CH:17]=[C:16]([C:18]3[CH:19]=[N:20][C:21]([C:24]([F:27])([F:26])[F:25])=[CH:22][CH:23]=3)[N:15]=[CH:14][N:13]=2)=[O:9])[CH2:5][CH2:4]1.CCN(CC)CC.[F:36][C:37]1[CH:42]=[CH:41][C:40]([S:43](Cl)(=[O:45])=[O:44])=[CH:39][CH:38]=1. Product: [F:36][C:37]1[CH:42]=[CH:41][C:40]([S:43]([N:7]2[C:3]([CH3:28])([CH3:2])[CH2:4][CH2:5][C@H:6]2[C:8]([NH:10][CH2:11][C:12]2[CH:17]=[C:16]([C:18]3[CH:19]=[N:20][C:21]([C:24]([F:27])([F:25])[F:26])=[CH:22][CH:23]=3)[N:15]=[CH:14][N:13]=2)=[O:9])(=[O:45])=[O:44])=[CH:39][CH:38]=1. The catalyst class is: 2. (4) Reactant: [NH2:1][N:2]1[CH:6]=[C:5]([CH3:7])[CH:4]=[C:3]1[C:8]#[N:9].NN1C=CC(C)=C1C#N.[OH-:19].[K+]. Product: [NH2:1][N:2]1[CH:6]=[C:5]([CH3:7])[CH:4]=[C:3]1[C:8]([NH2:9])=[O:19]. The catalyst class is: 6. (5) Reactant: [CH3:1][O:2][CH2:3][CH2:4][O:5][CH2:6][CH2:7][O:8][CH2:9][CH2:10][OH:11].[OH-].[Na+].[C:14]1([CH3:24])[CH:19]=[CH:18][C:17]([S:20](Cl)(=[O:22])=[O:21])=[CH:16][CH:15]=1. Product: [S:20]([C:17]1[CH:18]=[CH:19][C:14]([CH3:24])=[CH:15][CH:16]=1)([O:11][CH2:10][CH2:9][O:8][CH2:7][CH2:6][O:5][CH2:4][CH2:3][O:2][CH3:1])(=[O:22])=[O:21]. The catalyst class is: 20. (6) Reactant: [OH-].[Li+].[Cl:3][C:4]1[C:12]2[C:7](=[CH:8][CH:9]=[C:10]([NH:13][C:14]([O:16][C:17]([CH3:20])([CH3:19])[CH3:18])=[O:15])[CH:11]=2)[NH:6][C:5]=1[C:21]([O:23]CC)=[O:22].CO.O. The catalyst class is: 1. Product: [Cl:3][C:4]1[C:12]2[C:7](=[CH:8][CH:9]=[C:10]([NH:13][C:14]([O:16][C:17]([CH3:20])([CH3:18])[CH3:19])=[O:15])[CH:11]=2)[NH:6][C:5]=1[C:21]([OH:23])=[O:22]. (7) Reactant: [F:1][C:2]1[CH:7]=[C:6]([F:8])[CH:5]=[CH:4][C:3]=1[N:9]1[C:13]([C:14]2[S:23][C:22]3[C:21]4[N:24]=[C:25]([C:28]#[C:29][CH2:30][N:31]([CH3:33])[CH3:32])[CH:26]=[CH:27][C:20]=4[O:19][CH2:18][CH2:17][C:16]=3[CH:15]=2)=[N:12][CH:11]=[N:10]1. Product: [F:1][C:2]1[CH:7]=[C:6]([F:8])[CH:5]=[CH:4][C:3]=1[N:9]1[C:13]([C:14]2[S:23][C:22]3[C:21]4[N:24]=[C:25]([CH2:28][CH2:29][CH2:30][N:31]([CH3:33])[CH3:32])[CH:26]=[CH:27][C:20]=4[O:19][CH2:18][CH2:17][C:16]=3[CH:15]=2)=[N:12][CH:11]=[N:10]1. The catalyst class is: 19. (8) Reactant: [Br:1][C:2]1[CH:7]=[CH:6][C:5]([C:8]2[C:19](=[O:20])[N:18]([CH2:21][CH3:22])[C:11]3[N:12]=[C:13]([S:16][CH3:17])[N:14]=[CH:15][C:10]=3[CH:9]=2)=[C:4]([Cl:23])[CH:3]=1.ClC1C=CC=C(C(OO)=[O:32])C=1. Product: [Br:1][C:2]1[CH:7]=[CH:6][C:5]([C:8]2[C:19](=[O:20])[N:18]([CH2:21][CH3:22])[C:11]3[N:12]=[C:13]([S:16]([CH3:17])=[O:32])[N:14]=[CH:15][C:10]=3[CH:9]=2)=[C:4]([Cl:23])[CH:3]=1. The catalyst class is: 4. (9) Reactant: C(OC(=O)[NH:7][C:8]1[CH:13]=[C:12]([N:14]([CH3:16])[CH3:15])[C:11]([C:17]([F:20])([F:19])[F:18])=[CH:10][C:9]=1[NH:21][C:22](=[O:45])[CH2:23][C:24](=O)[C:25]1[CH:30]=[CH:29][CH:28]=[C:27]([N:31]2[CH:35]=[C:34]([CH2:36][O:37]C3CCCCO3)[CH:33]=[N:32]2)[CH:26]=1)(C)(C)C.C(O)(C(F)(F)F)=O. Product: [CH3:16][N:14]([CH3:15])[C:12]1[C:11]([C:17]([F:20])([F:18])[F:19])=[CH:10][C:9]2[NH:21][C:22](=[O:45])[CH2:23][C:24]([C:25]3[CH:30]=[CH:29][CH:28]=[C:27]([N:31]4[CH:35]=[C:34]([CH2:36][OH:37])[CH:33]=[N:32]4)[CH:26]=3)=[N:7][C:8]=2[CH:13]=1. The catalyst class is: 2.